This data is from Reaction yield outcomes from USPTO patents with 853,638 reactions. The task is: Predict the reaction yield, written as a fraction of the theoretical maximum amount of product (1.0 means a 100% yield; for example, 0.34 means a 34% yield). The reactants are C([O:3][C:4]([C:6]1[C:10]([CH3:11])=[CH:9][NH:8][C:7]=1[CH2:12][CH2:13][NH:14][CH2:15][CH2:16][N:17]([CH2:20][CH3:21])[CH2:18][CH3:19])=O)C.C[Al](C)C.Cl.[OH-].[Na+]. The catalyst is C1(C)C=CC=CC=1.O. The product is [CH2:18]([N:17]([CH2:20][CH3:21])[CH2:16][CH2:15][N:14]1[CH2:13][CH2:12][C:7]2[NH:8][CH:9]=[C:10]([CH3:11])[C:6]=2[C:4]1=[O:3])[CH3:19]. The yield is 0.970.